From a dataset of Catalyst prediction with 721,799 reactions and 888 catalyst types from USPTO. Predict which catalyst facilitates the given reaction. (1) Reactant: [C:1]([N:4]1[C:15]2[C:10](=[CH:11][CH:12]=[C:13]([Br:16])[CH:14]=2)[C:6]2([CH2:9]S[CH2:7]2)[CH2:5]1)(=[O:3])[CH3:2].CO.O[O:20][S:21]([O-:23])=O.[K+].[NH4+].[Cl-]. Product: [C:1]([N:4]1[C:15]2[C:10](=[CH:11][CH:12]=[C:13]([Br:16])[CH:14]=2)[C:6]2([CH2:9][S:21](=[O:23])(=[O:20])[CH2:7]2)[CH2:5]1)(=[O:3])[CH3:2]. The catalyst class is: 283. (2) Reactant: [N:1]1[C:6]2[S:7][CH:8]=[CH:9][C:5]=2[C:4](=O)[NH:3][CH:2]=1.P(Cl)(Cl)([Cl:13])=O. Product: [Cl:13][C:4]1[C:5]2[CH:9]=[CH:8][S:7][C:6]=2[N:1]=[CH:2][N:3]=1. The catalyst class is: 26. (3) Reactant: [C:1]([OH:7])(=[O:6])[CH2:2][C:3](O)=O.ClC1SC(S(NC(N[C:21]2[CH:26]=[CH:25][C:24](C(=O)N[C:21]3[CH:26]=[CH:25][CH:24]=[CH:23][CH:22]=3)=[CH:23][CH:22]=2)=O)(=O)=O)=CC=1.N1CCCCC1.Cl. Product: [C:1]([OH:7])(=[O:6])[CH:2]=[CH:3][C:21]1[CH:26]=[CH:25][CH:24]=[CH:23][CH:22]=1. The catalyst class is: 228.